This data is from Reaction yield outcomes from USPTO patents with 853,638 reactions. The task is: Predict the reaction yield, written as a fraction of the theoretical maximum amount of product (1.0 means a 100% yield; for example, 0.34 means a 34% yield). (1) The reactants are Br[CH2:2][C:3]1[NH:8][C:7]([C:9]2[S:10][CH:11]=[CH:12][N:13]=2)=[N:6][CH:5]([C:14]2[CH:19]=[CH:18][C:17]([Cl:20])=[CH:16][C:15]=2[Cl:21])[C:4]=1[C:22]([O:24][CH2:25][CH3:26])=[O:23].[NH:27]1[CH2:32][CH2:31][O:30][CH2:29][C@H:28]1[C:33]([OH:35])=[O:34]. No catalyst specified. The product is [Cl:21][C:15]1[CH:16]=[C:17]([Cl:20])[CH:18]=[CH:19][C:14]=1[CH:5]1[N:6]=[C:7]([C:9]2[S:10][CH:11]=[CH:12][N:13]=2)[NH:8][C:3]([CH2:2][N:27]2[CH2:32][CH2:31][O:30][CH2:29][C@H:28]2[C:33]([OH:35])=[O:34])=[C:4]1[C:22]([O:24][CH2:25][CH3:26])=[O:23]. The yield is 0.800. (2) The reactants are Cl.[CH3:2][O:3][C:4]1[CH:9]=[CH:8][C:7]([NH:10][NH2:11])=[CH:6][CH:5]=1.C(N(CC)CC)C.[CH2:19]([O:26][CH2:27][C:28]1([C:38]#[C:39][C:40]([C:42]2[CH:47]=[CH:46][C:45]([CH3:48])=[CH:44][CH:43]=2)=O)[CH2:37][CH2:36][C:31]2([O:35][CH2:34][CH2:33][O:32]2)[CH2:30][CH2:29]1)[C:20]1[CH:25]=[CH:24][CH:23]=[CH:22][CH:21]=1. The yield is 0.650. The product is [CH2:19]([O:26][CH2:27][C:28]1([C:38]2[CH:39]=[C:40]([C:42]3[CH:43]=[CH:44][C:45]([CH3:48])=[CH:46][CH:47]=3)[N:10]([C:7]3[CH:8]=[CH:9][C:4]([O:3][CH3:2])=[CH:5][CH:6]=3)[N:11]=2)[CH2:29][CH2:30][C:31]2([O:32][CH2:33][CH2:34][O:35]2)[CH2:36][CH2:37]1)[C:20]1[CH:21]=[CH:22][CH:23]=[CH:24][CH:25]=1. The catalyst is C(O)C. (3) The reactants are C([N:8]1[CH2:13][CH2:12][O:11][CH:10]([CH2:14][N:15]2[CH2:19][CH2:18][CH2:17][CH2:16]2)[CH2:9]1)C1C=CC=CC=1.[H][H]. The catalyst is C(O)C.[OH-].[Pd+2].[OH-].[C]. The product is [N:15]1([CH2:14][CH:10]2[O:11][CH2:12][CH2:13][NH:8][CH2:9]2)[CH2:16][CH2:17][CH2:18][CH2:19]1. The yield is 0.950. (4) The reactants are [CH3:1][C:2]1[N:7]=[C:6]2[S:8][C:9]3[CH2:14][CH2:13][CH2:12][CH2:11][C:10]=3[C:5]2=[C:4]([C:15]2[CH:20]=[CH:19][C:18]([CH2:21][CH3:22])=[CH:17][CH:16]=2)[C:3]=1[CH:23]([CH2:28][CH2:29][CH3:30])[C:24]([O:26]C)=[O:25].[OH-].[Na+]. The catalyst is CO. The product is [CH3:1][C:2]1[N:7]=[C:6]2[S:8][C:9]3[CH2:14][CH2:13][CH2:12][CH2:11][C:10]=3[C:5]2=[C:4]([C:15]2[CH:16]=[CH:17][C:18]([CH2:21][CH3:22])=[CH:19][CH:20]=2)[C:3]=1[CH:23]([CH2:28][CH2:29][CH3:30])[C:24]([OH:26])=[O:25]. The yield is 0.480. (5) The reactants are [CH2:1]([C:9]1[CH:14]=[CH:13][NH:12][C:11](=[O:15])[CH:10]=1)[CH2:2][C:3]1[CH:8]=[CH:7][CH:6]=[CH:5][CH:4]=1.Br[C:17]1[CH:25]=[C:24]2[C:20]([C:21]3[CH2:30][CH2:29][N:28]([C:31]([O:33][C:34]([CH3:37])([CH3:36])[CH3:35])=[O:32])[CH2:27][C:22]=3[N:23]2[CH3:26])=[CH:19][CH:18]=1. No catalyst specified. The product is [CH3:26][N:23]1[C:24]2[C:20](=[CH:19][CH:18]=[C:17]([N:12]3[CH:13]=[CH:14][C:9]([CH2:1][CH2:2][C:3]4[CH:8]=[CH:7][CH:6]=[CH:5][CH:4]=4)=[CH:10][C:11]3=[O:15])[CH:25]=2)[C:21]2[CH2:30][CH2:29][N:28]([C:31]([O:33][C:34]([CH3:37])([CH3:36])[CH3:35])=[O:32])[CH2:27][C:22]1=2. The yield is 0.600. (6) The product is [CH3:1][O:2][C:3]1[CH:4]=[CH:5][C:6]([C:9]23[NH:16][CH2:14][CH2:15][N:11]2[C:19](=[O:21])[C:12]2[N:11]([CH:15]=[C:14]([N+:16]([O-:18])=[O:17])[CH:13]=2)[CH2:10]3)=[CH:7][CH:8]=1. The reactants are [CH3:1][O:2][C:3]1[CH:8]=[CH:7][C:6]([C:9](=O)[CH2:10][N:11]2[CH:15]=[C:14]([N+:16]([O-:18])=[O:17])[CH:13]=[C:12]2[C:19]([O:21]CC)=O)=[CH:5][CH:4]=1. The yield is 0.340. The catalyst is O1CCOCC1. (7) The reactants are Br[C:2]1[N:7]2[CH:8]=[N:9][CH:10]=[C:6]2[C:5](=[O:11])[N:4]([CH2:12][C:13]2[CH:18]=[CH:17][C:16]([O:19][CH3:20])=[CH:15][CH:14]=2)[CH:3]=1.[Cl:21][C:22]1[CH:23]=[CH:24][C:25]([OH:31])=[C:26](B(O)O)[CH:27]=1.C(=O)([O-])[O-].[Na+].[Na+]. The catalyst is O1CCOCC1.C(OCC)(=O)C.C1C=CC([P]([Pd]([P](C2C=CC=CC=2)(C2C=CC=CC=2)C2C=CC=CC=2)([P](C2C=CC=CC=2)(C2C=CC=CC=2)C2C=CC=CC=2)[P](C2C=CC=CC=2)(C2C=CC=CC=2)C2C=CC=CC=2)(C2C=CC=CC=2)C2C=CC=CC=2)=CC=1. The product is [Cl:21][C:22]1[CH:27]=[CH:26][C:25]([OH:31])=[C:24]([C:2]2[N:7]3[CH:8]=[N:9][CH:10]=[C:6]3[C:5](=[O:11])[N:4]([CH2:12][C:13]3[CH:18]=[CH:17][C:16]([O:19][CH3:20])=[CH:15][CH:14]=3)[CH:3]=2)[CH:23]=1. The yield is 0.660. (8) The reactants are [N+:1]([O-:4])(O)=[O:2].OS(O)(=O)=O.[S:10]1[C:14]2[CH:15]=[CH:16][CH:17]=[CH:18][C:13]=2[N:12]=[CH:11]1. No catalyst specified. The product is [N+:1]([C:16]1[CH:17]=[CH:18][C:13]2[N:12]=[CH:11][S:10][C:14]=2[CH:15]=1)([O-:4])=[O:2]. The yield is 0.790. (9) The reactants are [OH:1][C:2]1[CH:3]=[C:4]([N:8]2[CH2:12][CH2:11][C@H:10]3[CH2:13][N:14](C(OC(C)(C)C)=O)[CH2:15][C@@H:9]23)[CH:5]=[N:6][CH:7]=1.FC(F)(F)C(O)=O. No catalyst specified. The product is [OH:1][C:2]1[CH:3]=[C:4]([N:8]2[CH2:12][CH2:11][C@H:10]3[CH2:13][NH:14][CH2:15][C@@H:9]23)[CH:5]=[N:6][CH:7]=1. The yield is 0.380.